From a dataset of NCI-60 drug combinations with 297,098 pairs across 59 cell lines. Regression. Given two drug SMILES strings and cell line genomic features, predict the synergy score measuring deviation from expected non-interaction effect. (1) Drug 1: C1=NC(=NC(=O)N1C2C(C(C(O2)CO)O)O)N. Drug 2: CCC1(CC2CC(C3=C(CCN(C2)C1)C4=CC=CC=C4N3)(C5=C(C=C6C(=C5)C78CCN9C7C(C=CC9)(C(C(C8N6C)(C(=O)OC)O)OC(=O)C)CC)OC)C(=O)OC)O.OS(=O)(=O)O. Cell line: OVCAR3. Synergy scores: CSS=3.00, Synergy_ZIP=-0.832, Synergy_Bliss=0.483, Synergy_Loewe=-1.21, Synergy_HSA=-0.974. (2) Drug 1: C1=NC2=C(N=C(N=C2N1C3C(C(C(O3)CO)O)O)F)N. Drug 2: CC1CCC2CC(C(=CC=CC=CC(CC(C(=O)C(C(C(=CC(C(=O)CC(OC(=O)C3CCCCN3C(=O)C(=O)C1(O2)O)C(C)CC4CCC(C(C4)OC)O)C)C)O)OC)C)C)C)OC. Cell line: MDA-MB-435. Synergy scores: CSS=13.8, Synergy_ZIP=-3.81, Synergy_Bliss=3.11, Synergy_Loewe=-9.49, Synergy_HSA=3.06. (3) Drug 1: CNC(=O)C1=CC=CC=C1SC2=CC3=C(C=C2)C(=NN3)C=CC4=CC=CC=N4. Drug 2: C1CC(=O)NC(=O)C1N2CC3=C(C2=O)C=CC=C3N. Cell line: SF-539. Synergy scores: CSS=10.8, Synergy_ZIP=-1.29, Synergy_Bliss=-0.329, Synergy_Loewe=0.557, Synergy_HSA=2.69. (4) Drug 1: C1=NNC2=C1C(=O)NC=N2. Drug 2: C1CNP(=O)(OC1)N(CCCl)CCCl. Cell line: UACC62. Synergy scores: CSS=2.30, Synergy_ZIP=0.0125, Synergy_Bliss=0.682, Synergy_Loewe=-1.82, Synergy_HSA=-1.20. (5) Drug 1: CC1C(C(=O)NC(C(=O)N2CCCC2C(=O)N(CC(=O)N(C(C(=O)O1)C(C)C)C)C)C(C)C)NC(=O)C3=C4C(=C(C=C3)C)OC5=C(C(=O)C(=C(C5=N4)C(=O)NC6C(OC(=O)C(N(C(=O)CN(C(=O)C7CCCN7C(=O)C(NC6=O)C(C)C)C)C)C(C)C)C)N)C. Drug 2: CC1=C(C(=CC=C1)Cl)NC(=O)C2=CN=C(S2)NC3=CC(=NC(=N3)C)N4CCN(CC4)CCO. Cell line: SF-295. Synergy scores: CSS=0.675, Synergy_ZIP=-1.87, Synergy_Bliss=-3.08, Synergy_Loewe=-2.92, Synergy_HSA=-2.97.